Predict the product of the given reaction. From a dataset of Forward reaction prediction with 1.9M reactions from USPTO patents (1976-2016). Given the reactants [Cl:1][C:2]1[CH:3]=[C:4]([CH:12]=[CH:13][C:14]=1[Cl:15])[C:5]([NH:7][CH2:8][C:9]([OH:11])=O)=[O:6].[NH:16]1[CH2:20][CH2:19][CH:18]([OH:21])[CH2:17]1, predict the reaction product. The product is: [Cl:1][C:2]1[CH:3]=[C:4]([CH:12]=[CH:13][C:14]=1[Cl:15])[C:5]([NH:7][CH2:8][C:9]([N:16]1[CH2:20][CH2:19][CH:18]([OH:21])[CH2:17]1)=[O:11])=[O:6].